Predict the reactants needed to synthesize the given product. From a dataset of Full USPTO retrosynthesis dataset with 1.9M reactions from patents (1976-2016). (1) Given the product [CH2:7]([O:14][CH2:15][C@H:16]1[O:21][C@@H:20]([O:22][CH2:23][C@H:24]2[O:37][C@H:28]([OH:29])[C@H:27]([NH:38][C:39](=[O:61])[CH2:40][C@H:41]([O:53][CH2:54][C:55]3[CH:56]=[CH:57][CH:58]=[CH:59][CH:60]=3)[CH2:42][CH2:43][CH2:44][CH2:45][CH2:46][CH2:47][CH2:48][CH2:49][CH2:50][CH2:51][CH3:52])[C@@H:26]([O:62][C:63](=[O:85])[CH2:64][C@H:65]([O:77][CH2:78][C:79]3[CH:80]=[CH:81][CH:82]=[CH:83][CH:84]=3)[CH2:66][CH2:67][CH2:68][CH2:69][CH2:70][CH2:71][CH2:72][CH2:73][CH2:74][CH2:75][CH3:76])[C@@H:25]2[O:86][CH2:87][C:88]2[CH:93]=[CH:92][CH:91]=[CH:90][CH:89]=2)[C@H:19]([NH:94][C:95](=[O:123])[CH2:96][C@H:97]([O:109][C:110](=[O:122])[CH2:111][CH2:112][CH2:113][CH2:114][CH2:115][CH2:116][CH2:117][CH2:118][CH2:119][CH2:120][CH3:121])[CH2:98][CH2:99][CH2:100][CH2:101][CH2:102][CH2:103][CH2:104][CH2:105][CH2:106][CH2:107][CH3:108])[C@@H:18]([O:124][C:125](=[O:155])[CH2:126][C@H:127]([O:139][C:140](=[O:154])[CH2:141][CH2:142][CH2:143][CH2:144][CH2:145][CH2:146][CH2:147][CH2:148][CH2:149][CH2:150][CH2:151][CH2:152][CH3:153])[CH2:128][CH2:129][CH2:130][CH2:131][CH2:132][CH2:133][CH2:134][CH2:135][CH2:136][CH2:137][CH3:138])[C@@H:17]1[O:156][P:157]1(=[O:168])[O:158][CH2:159][C:160]2[CH:167]=[CH:166][CH:165]=[CH:164][C:161]=2[CH2:162][O:163]1)[C:8]1[CH:9]=[CH:10][CH:11]=[CH:12][CH:13]=1, predict the reactants needed to synthesize it. The reactants are: N1C=CC=CC=1.[CH2:7]([O:14][CH2:15][C@H:16]1[O:21][C@@H:20]([O:22][CH2:23][C@H:24]2[O:37][C@@H:28]([O:29][Si](C(C)(C)C)(C)C)[C@H:27]([NH:38][C:39](=[O:61])[CH2:40][C@H:41]([O:53][CH2:54][C:55]3[CH:60]=[CH:59][CH:58]=[CH:57][CH:56]=3)[CH2:42][CH2:43][CH2:44][CH2:45][CH2:46][CH2:47][CH2:48][CH2:49][CH2:50][CH2:51][CH3:52])[C@@H:26]([O:62][C:63](=[O:85])[CH2:64][C@H:65]([O:77][CH2:78][C:79]3[CH:84]=[CH:83][CH:82]=[CH:81][CH:80]=3)[CH2:66][CH2:67][CH2:68][CH2:69][CH2:70][CH2:71][CH2:72][CH2:73][CH2:74][CH2:75][CH3:76])[C@@H:25]2[O:86][CH2:87][C:88]2[CH:93]=[CH:92][CH:91]=[CH:90][CH:89]=2)[C@H:19]([NH:94][C:95](=[O:123])[CH2:96][C@H:97]([O:109][C:110](=[O:122])[CH2:111][CH2:112][CH2:113][CH2:114][CH2:115][CH2:116][CH2:117][CH2:118][CH2:119][CH2:120][CH3:121])[CH2:98][CH2:99][CH2:100][CH2:101][CH2:102][CH2:103][CH2:104][CH2:105][CH2:106][CH2:107][CH3:108])[C@@H:18]([O:124][C:125](=[O:155])[CH2:126][C@H:127]([O:139][C:140](=[O:154])[CH2:141][CH2:142][CH2:143][CH2:144][CH2:145][CH2:146][CH2:147][CH2:148][CH2:149][CH2:150][CH2:151][CH2:152][CH3:153])[CH2:128][CH2:129][CH2:130][CH2:131][CH2:132][CH2:133][CH2:134][CH2:135][CH2:136][CH2:137][CH3:138])[C@@H:17]1[O:156][P:157]1(=[O:168])[O:163][CH2:162][C:161]2[CH:164]=[CH:165][CH:166]=[CH:167][C:160]=2[CH2:159][O:158]1)[C:8]1[CH:13]=[CH:12][CH:11]=[CH:10][CH:9]=1. (2) Given the product [Br:1][C:2]1[CH:15]=[C:14]([F:16])[C:13]2[O:12][C:11]3[C:6](=[CH:7][C:8]([O:17][CH3:18])=[CH:9][CH:10]=3)[C@:5]3([N:19]=[C:20]([NH2:25])[CH2:21][O:22][CH2:23]3)[C:4]=2[CH:3]=1, predict the reactants needed to synthesize it. The reactants are: [Br:1][C:2]1[CH:15]=[C:14]([F:16])[C:13]2[O:12][C:11]3[C:6](=[CH:7][C:8]([O:17][CH3:18])=[CH:9][CH:10]=3)[C@@:5]3([CH2:23][O:22][CH2:21][C:20](=S)[NH:19]3)[C:4]=2[CH:3]=1.[NH3:25]. (3) Given the product [O:13]=[C:11]1[CH2:10][S:9][C:8]2[N:14]=[CH:15][C:5]([C:3]([OH:4])=[O:2])=[CH:6][C:7]=2[NH:12]1, predict the reactants needed to synthesize it. The reactants are: C[O:2][C:3]([C:5]1[CH:15]=[N:14][C:8]2[S:9][CH2:10][C:11](=[O:13])[NH:12][C:7]=2[CH:6]=1)=[O:4].[OH-].[Na+]. (4) Given the product [CH3:5][NH:6][C@@H:19]1[C@@H:26]2[C@@H:22]([CH2:23][N:24]([S:27]([C:30]3[CH:35]=[CH:34][C:33]([C:36]([F:39])([F:37])[F:38])=[CH:32][CH:31]=3)(=[O:29])=[O:28])[CH2:25]2)[CH2:21][CH2:20]1, predict the reactants needed to synthesize it. The reactants are: SCCO.[CH3:5][N:6]([C@@H:19]1[C@@H:26]2[C@@H:22]([CH2:23][N:24]([S:27]([C:30]3[CH:35]=[CH:34][C:33]([C:36]([F:39])([F:38])[F:37])=[CH:32][CH:31]=3)(=[O:29])=[O:28])[CH2:25]2)[CH2:21][CH2:20]1)S(C1C=CC=CC=1[N+]([O-])=O)(=O)=O.N12CCCN=C1CCCCC2.C([O-])(O)=O.[Na+]. (5) Given the product [CH3:30][Si:29]([CH3:32])([CH3:31])[CH2:28][CH2:27][O:26][CH2:25][N:23]1[CH:24]=[C:20]([C:2]2[NH:7][C:6](=[O:8])[N:5]3[CH:9]=[CH:10][N:11]=[C:4]3[CH:3]=2)[CH:21]=[N:22]1, predict the reactants needed to synthesize it. The reactants are: Cl[C:2]1[NH:7][C:6](=[O:8])[N:5]2[CH:9]=[CH:10][N:11]=[C:4]2[CH:3]=1.CC1(C)C(C)(C)OB([C:20]2[CH:21]=[N:22][N:23]([CH2:25][O:26][CH2:27][CH2:28][Si:29]([CH3:32])([CH3:31])[CH3:30])[CH:24]=2)O1.[O-]P([O-])([O-])=O.[K+].[K+].[K+].CC(C1C=C(C(C)C)C(C2C=CC=CC=2P(C2CCCCC2)C2CCCCC2)=C(C(C)C)C=1)C.